From a dataset of Full USPTO retrosynthesis dataset with 1.9M reactions from patents (1976-2016). Predict the reactants needed to synthesize the given product. (1) Given the product [C:1]([O:4][CH2:5][CH2:6][C:7](=[O:20])[CH2:8][N:9]1[C:10](=[O:19])[C:11]2=[CH:18][CH:17]=[CH:16][CH:15]=[C:12]2[C:13]1=[O:14])(=[O:3])[CH3:2], predict the reactants needed to synthesize it. The reactants are: [C:1]([O:4][CH2:5][CH2:6][CH:7]([OH:20])[CH2:8][N:9]1[C:13](=[O:14])[C:12]2=[CH:15][CH:16]=[CH:17][CH:18]=[C:11]2[C:10]1=[O:19])(=[O:3])[CH3:2].C[N+]1([O-])CCOCC1. (2) Given the product [CH3:1][O:2][C:3]1[CH:4]=[C:5]([CH:9]=[CH:10][CH:11]=1)[C:6]([NH:12][C@@H:13]1[CH2:18][CH2:17][CH2:16][NH:15][CH2:14]1)=[O:7], predict the reactants needed to synthesize it. The reactants are: [CH3:1][O:2][C:3]1[CH:4]=[C:5]([CH:9]=[CH:10][CH:11]=1)[C:6](Cl)=[O:7].[NH2:12][C@@H:13]1[CH2:18][CH2:17][CH2:16][N:15](C(OC(C)(C)C)=O)[CH2:14]1.CCN(C(C)C)C(C)C.C(O)C(N)(CO)CO. (3) Given the product [C:2]([S:10][S:10][C:2](=[S:9])[C:3]1[CH:8]=[CH:7][CH:6]=[CH:5][CH:4]=1)(=[S:9])[C:3]1[CH:8]=[CH:7][CH:6]=[CH:5][CH:4]=1, predict the reactants needed to synthesize it. The reactants are: [Na].[C:2]([SH:10])(=[S:9])[C:3]1[CH:8]=[CH:7][CH:6]=[CH:5][CH:4]=1.[K+].I[I-]I. (4) Given the product [OH:25][C:12]1([CH2:11][N:9]2[CH:10]=[C:6]([C:4]([O:3][CH2:1][CH3:2])=[O:5])[CH:7]=[N:8]2)[CH2:17][CH2:16][NH:15][CH2:14][CH2:13]1, predict the reactants needed to synthesize it. The reactants are: [CH2:1]([O:3][C:4]([C:6]1[CH:7]=[N:8][N:9]([CH2:11][C:12]2([OH:25])[CH2:17][CH2:16][N:15](C(OC(C)(C)C)=O)[CH2:14][CH2:13]2)[CH:10]=1)=[O:5])[CH3:2].Cl.O1CCOCC1.